From a dataset of Forward reaction prediction with 1.9M reactions from USPTO patents (1976-2016). Predict the product of the given reaction. The product is: [O:30]([CH2:27][C:34]([N:33]1[CH:36]=[CH:38][CH:37]([C:17]2[CH:18]=[C:19]([CH:24]=[CH:25][CH:26]=2)[C:20]([O:22][CH3:23])=[O:21])[CH2:32]1)=[O:35])[C:10]1[CH:11]=[CH:12][CH:13]=[CH:14][CH:15]=1. Given the reactants N1(C(OC[C:10]2[CH:15]=[CH:14][CH:13]=[CH:12][CH:11]=2)=O)CC=CC1.Br[C:17]1[CH:18]=[C:19]([CH:24]=[CH:25][CH:26]=1)[C:20]([O:22][CH3:23])=[O:21].[C:27]([O-:30])(=O)C.[K+].[CH3:32][N:33]([CH3:36])[CH:34]=[O:35].[CH3:37][CH2:38]OC(C)=O, predict the reaction product.